This data is from Peptide-MHC class I binding affinity with 185,985 pairs from IEDB/IMGT. The task is: Regression. Given a peptide amino acid sequence and an MHC pseudo amino acid sequence, predict their binding affinity value. This is MHC class I binding data. (1) The peptide sequence is RTPPKSFKSL. The MHC is Mamu-A01 with pseudo-sequence Mamu-A01. The binding affinity (normalized) is 0.707. (2) The peptide sequence is QPTVTLLPA. The MHC is HLA-B51:01 with pseudo-sequence HLA-B51:01. The binding affinity (normalized) is 0. (3) The peptide sequence is WVMDTLNGIM. The MHC is Mamu-B01 with pseudo-sequence Mamu-B01. The binding affinity (normalized) is 0.0375. (4) The peptide sequence is VMSELFDTL. The MHC is HLA-B08:01 with pseudo-sequence HLA-B08:01. The binding affinity (normalized) is 0.0847. (5) The peptide sequence is VILFIMFML. The MHC is HLA-A02:06 with pseudo-sequence HLA-A02:06. The binding affinity (normalized) is 0.383. (6) The peptide sequence is TPVEHGLVL. The MHC is HLA-A02:03 with pseudo-sequence HLA-A02:03. The binding affinity (normalized) is 0.0847. (7) The peptide sequence is LPKEACMEI. The MHC is HLA-B51:01 with pseudo-sequence HLA-B51:01. The binding affinity (normalized) is 0.892.